This data is from Full USPTO retrosynthesis dataset with 1.9M reactions from patents (1976-2016). The task is: Predict the reactants needed to synthesize the given product. (1) Given the product [Cl:1][C:6]1[N:5]=[C:4]([CH3:13])[CH:3]=[CH:8][C:7]=1[C:16]([NH:15][CH2:14][CH2:13][C:4]1[C:3]([Cl:2])=[CH:8][C:7]([C:9]([F:12])([F:10])[F:11])=[CH:6][N:5]=1)=[O:19], predict the reactants needed to synthesize it. The reactants are: [ClH:1].[Cl:2][C:3]1[C:4]([CH2:13][CH2:14][NH2:15])=[N:5][CH:6]=[C:7]([C:9]([F:12])([F:11])[F:10])[CH:8]=1.[C:16](=[O:19])([O-])[O-].[Na+].[Na+]. (2) Given the product [CH3:12][O:13][C:14]([C:15]1[C:4]([C:3]2[CH:8]=[CH:9][CH:10]=[CH:11][C:2]=2[F:1])=[N:5][O:6][C:16]=1[NH2:17])=[O:18], predict the reactants needed to synthesize it. The reactants are: [F:1][C:2]1[CH:11]=[CH:10][CH:9]=[CH:8][C:3]=1[C:4](Cl)=[N:5][OH:6].[CH3:12][O:13][C:14](=[O:18])[CH2:15][C:16]#[N:17].C[O-].[Na+]. (3) Given the product [Cl:28][C:23]1[CH:22]=[C:21]([N:18]2[CH2:19][CH2:20][N:15]([S:12]([C:8]3[CH:7]=[C:6]([CH2:5][CH2:4][C:3]([OH:29])=[O:2])[CH:11]=[CH:10][CH:9]=3)(=[O:14])=[O:13])[CH2:16][CH2:17]2)[CH:26]=[CH:25][C:24]=1[Cl:27], predict the reactants needed to synthesize it. The reactants are: C[O:2][C:3](=[O:29])[CH2:4][CH2:5][C:6]1[CH:11]=[CH:10][CH:9]=[C:8]([S:12]([N:15]2[CH2:20][CH2:19][N:18]([C:21]3[CH:26]=[CH:25][C:24]([Cl:27])=[C:23]([Cl:28])[CH:22]=3)[CH2:17][CH2:16]2)(=[O:14])=[O:13])[CH:7]=1.[Li+].[OH-].Cl. (4) Given the product [NH:31]1[CH:3]=[CH:30][CH:29]=[C:6]1[CH2:7][NH:8][CH2:9][CH2:10][NH:11][C:12]([C:14]1[S:15][CH:16]=[CH:17][C:18]=1[NH:19][C:20]1[CH:25]=[CH:24][N:23]=[C:22]2[NH:26][CH:27]=[CH:28][C:21]=12)=[O:13], predict the reactants needed to synthesize it. The reactants are: CO[C:3]1[CH:30]=[CH:29][C:6]([CH2:7][NH:8][CH2:9][CH2:10][NH:11][C:12]([C:14]2[S:15][CH:16]=[CH:17][C:18]=2[NH:19][C:20]2[CH:25]=[CH:24][N:23]=[C:22]3[NH:26][CH:27]=[CH:28][C:21]=23)=[O:13])=CC=1.[NH:31]1C=CC=C1C=O. (5) Given the product [ClH:19].[CH3:21][O:22][C:14](=[O:16])[C@H:3]([CH2:4][C:5]1[C:13]2[C:8](=[CH:9][CH:10]=[C:11]([OH:18])[CH:12]=2)[NH:7][CH:6]=1)[NH:2][CH3:1], predict the reactants needed to synthesize it. The reactants are: [CH3:1][NH:2][C@H:3]([C:14]([OH:16])=O)[CH2:4][C:5]1[C:13]2[C:8](=[CH:9][CH:10]=[CH:11][CH:12]=2)[NH:7][CH:6]=1.S(Cl)([Cl:19])=[O:18].[CH3:21][OH:22]. (6) Given the product [Cl:8][C:4]1[CH:5]=[CH:6][CH:7]=[C:2]([Cl:1])[C:3]=1[C:9]1[C:13]([CH2:14][O:15][C:16]2[CH:17]=[C:18]3[C:22](=[CH:23][CH:24]=2)[N:21]([CH2:25][C:26]2[O:27][CH:28]=[C:29]([C:31]([OH:33])=[O:32])[N:30]=2)[CH:20]=[CH:19]3)=[C:12]([CH:35]([CH3:37])[CH3:36])[O:11][N:10]=1, predict the reactants needed to synthesize it. The reactants are: [Cl:1][C:2]1[CH:7]=[CH:6][CH:5]=[C:4]([Cl:8])[C:3]=1[C:9]1[C:13]([CH2:14][O:15][C:16]2[CH:17]=[C:18]3[C:22](=[CH:23][CH:24]=2)[N:21]([CH2:25][C:26]2[O:27][CH:28]=[C:29]([C:31]([O:33]C)=[O:32])[N:30]=2)[CH:20]=[CH:19]3)=[C:12]([CH:35]([CH3:37])[CH3:36])[O:11][N:10]=1.[OH-].[Na+]. (7) Given the product [Cl:26][C:13]1[CH:14]=[CH:15][C:16]2[C:21](=[CH:20][CH:19]=[CH:18][CH:17]=2)[C:12]=1[O:11][P:10](=[N:5][C@@H:4]([CH:6]([CH3:8])[CH3:7])[C:3]([O:2][CH3:1])=[O:9])=[O:22], predict the reactants needed to synthesize it. The reactants are: [CH3:1][O:2][C:3](=[O:9])[C@H:4]([CH:6]([CH3:8])[CH3:7])[NH2:5].[P:10](Cl)(Cl)(=[O:22])[O:11][C:12]1[C:21]2[C:16](=[CH:17][CH:18]=[CH:19][CH:20]=2)[CH:15]=[CH:14][CH:13]=1.C(Cl)[Cl:26].